Dataset: Hepatocyte clearance measurements from AstraZeneca. Task: Regression/Classification. Given a drug SMILES string, predict its absorption, distribution, metabolism, or excretion properties. Task type varies by dataset: regression for continuous measurements (e.g., permeability, clearance, half-life) or binary classification for categorical outcomes (e.g., BBB penetration, CYP inhibition). For this dataset (clearance_hepatocyte_az), we predict log10(clearance) (log10 of the in vitro intrinsic clearance, CLint, in uL/min per 10^6 hepatocytes; values are censored to the assay range of 3 to 150, which is 0.477 to 2.18 on this log10 scale). (1) The compound is CCOc1noc2cc(OCCC3CCN(c4ccc(C)nn4)CC3)ccc12. The log10(clearance) is 1.47. (2) The molecule is CC(C)NCC(O)COc1cccc2[nH]ccc12. The log10(clearance) is 0.880. (3) The molecule is O=C(Nc1c[nH]nc1-c1nc2ccc(CN3CCOCC3)cc2[nH]1)NC1CC1. The log10(clearance) is 0.480. (4) The drug is Cc1ccc2nc(C[N+]34CCC(CC3)[C@@H](OC(=O)[C@](C)(c3ccccc3)N3CCCCC3)C4)oc2c1. The log10(clearance) is 2.18. (5) The compound is Cc1nnc(C)c2cc(N3CCN(C(=O)[C@@H]4CCCC[C@H]4C(=O)NC4(C#N)CC4)[C@H](C)C3)ccc12. The log10(clearance) is 0.480.